Predict the product of the given reaction. From a dataset of Forward reaction prediction with 1.9M reactions from USPTO patents (1976-2016). Given the reactants ClC1C=[CH:6][C:5]([C:8]2([OH:32])[CH2:13][CH2:12][N:11]([C:14](=[O:31])[C@H:15]([NH:19][C:20]([C:22]3[CH:23]=[C:24]([CH:28]=[CH:29][CH:30]=3)[C:25](O)=[O:26])=[O:21])[CH:16]([CH3:18])[CH3:17])[CH2:10]C2)=[CH:4]C=1.[CH:33]1[CH:34]=[CH:35][C:36]2N(O)N=N[C:37]=2[CH:38]=1.[CH2:43](Cl)[CH2:44]Cl.[ClH:47].[C:48]([O:51]NCC)(=[O:50])[CH3:49].CC[N:57](C(C)C)C(C)C, predict the reaction product. The product is: [Cl:47][C:33]1[CH:34]=[CH:35][C:36]([C@@:8]2([OH:32])[CH2:13][CH2:12][N:11]([C:14](=[O:31])[C@H:15]([NH:19][C:20]([C:22]3[CH:23]=[C:24]([CH:28]=[CH:29][CH:30]=3)[C:25]([NH:57][CH2:49][C:48]([O:51][CH2:43][CH3:44])=[O:50])=[O:26])=[O:21])[CH:16]([CH3:17])[CH3:18])[CH2:10][C:5]2([CH3:4])[CH3:6])=[CH:37][CH:38]=1.